The task is: Predict which catalyst facilitates the given reaction.. This data is from Catalyst prediction with 721,799 reactions and 888 catalyst types from USPTO. (1) Reactant: Cl.[Cl:2][C:3]1[CH:8]=[CH:7][C:6]([CH:9]([O:23][CH3:24])[CH:10]2[CH2:15][CH2:14][N:13](C(OC(C)(C)C)=O)[CH2:12][CH2:11]2)=[CH:5][CH:4]=1. Product: [ClH:2].[Cl:2][C:3]1[CH:8]=[CH:7][C:6]([CH:9]([O:23][CH3:24])[CH:10]2[CH2:15][CH2:14][NH:13][CH2:12][CH2:11]2)=[CH:5][CH:4]=1. The catalyst class is: 5. (2) Reactant: [CH3:1][C:2]1[CH:3]=[C:4]2[C:10]([C:11]3[CH:12]=[N:13][CH:14]=[N:15][CH:16]=3)=[C:9]([Si](C)(C)C)[NH:8][C:5]2=[N:6][CH:7]=1.[I:21]N1C(=O)CCC1=O.S([O-])([O-])(=O)=S.[Na+].[Na+]. Product: [I:21][C:9]1[NH:8][C:5]2=[N:6][CH:7]=[C:2]([CH3:1])[CH:3]=[C:4]2[C:10]=1[C:11]1[CH:12]=[N:13][CH:14]=[N:15][CH:16]=1. The catalyst class is: 26.